Task: Predict the reaction yield, written as a fraction of the theoretical maximum amount of product (1.0 means a 100% yield; for example, 0.34 means a 34% yield).. Dataset: Reaction yield outcomes from USPTO patents with 853,638 reactions The reactants are [CH2:1]([N:3]([CH2:21][CH3:22])[CH2:4][CH2:5][NH:6][C:7]([C:9]1[CH:18]=[C:17]([F:19])[C:16]2[C:11](=[CH:12][CH:13]=[C:14](I)[CH:15]=2)[N:10]=1)=[O:8])[CH3:2].C(N(CC)CCN[C:29]([C:31]1[CH:32]=[C:33]([Sn:42](CCCC)([CH2:47][CH2:48][CH2:49][CH3:50])[CH2:43][CH2:44][CH2:45][CH3:46])C=C2C=1N=CC=C2F)=O)C. No catalyst specified. The product is [CH2:1]([N:3]([CH2:21][CH3:22])[CH2:4][CH2:5][NH:6][C:7]([C:9]1[CH:18]=[C:17]([F:19])[C:16]2[C:11](=[CH:12][CH:13]=[C:14]([Sn:42]([CH2:43][CH2:44][CH2:45][CH3:46])([CH2:47][CH2:48][CH2:49][CH3:50])[CH2:33][CH2:32][CH2:31][CH3:29])[CH:15]=2)[N:10]=1)=[O:8])[CH3:2]. The yield is 0.570.